Dataset: Forward reaction prediction with 1.9M reactions from USPTO patents (1976-2016). Task: Predict the product of the given reaction. (1) Given the reactants CO[C:3](=O)[C:4]1[CH:9]=[CH:8][C:7]([CH2:10]N(C2C=CC(CO)=CC=2)C)=[CH:6][CH:5]=1.CNC.B(Cl)(Cl)Cl.[Na+].[Cl-].O.S(=O)(=O)(O)O, predict the reaction product. The product is: [CH:3]1[C:4]2[CH2:5][C:6]3[C:7](=[CH:10][CH:6]=[CH:7][CH:8]=3)[CH2:8][C:9]=2[CH:5]=[CH:4][CH:3]=1. (2) Given the reactants [Cl:1][C:2]1[CH:7]=[C:6]([C:8]2[S:9][C:10]([C:13]3[N:14]=[C:15]4[C:20]([Cl:21])=[CH:19][C:18]([C:22]([F:25])([F:24])[F:23])=[CH:17][N:16]4[CH:26]=3)=[N:11][N:12]=2)[C:5]([Cl:27])=[CH:4][C:3]=1[OH:28].C([O-])([O-])=O.[K+].[K+].CC1C=CC(S(O[CH2:46][CH:47]2[CH2:51][O:50][C:49](=[O:52])[NH:48]2)(=O)=O)=CC=1, predict the reaction product. The product is: [Cl:1][C:2]1[CH:7]=[C:6]([C:8]2[S:9][C:10]([C:13]3[N:14]=[C:15]4[C:20]([Cl:21])=[CH:19][C:18]([C:22]([F:23])([F:25])[F:24])=[CH:17][N:16]4[CH:26]=3)=[N:11][N:12]=2)[C:5]([Cl:27])=[CH:4][C:3]=1[O:28][CH2:46][C@@H:47]1[CH2:51][O:50][C:49](=[O:52])[NH:48]1.